From a dataset of Forward reaction prediction with 1.9M reactions from USPTO patents (1976-2016). Predict the product of the given reaction. Given the reactants [Cl:1][C:2]1[C:11]([NH:12][NH2:13])=[N:10][C:9]2[C:4](=[CH:5][CH:6]=[C:7]([Cl:14])[CH:8]=2)[N:3]=1.[CH:15](OCC)(OCC)OCC, predict the reaction product. The product is: [Cl:1][C:2]1[C:11]2[N:10]([CH:15]=[N:13][N:12]=2)[C:9]2[C:4]([N:3]=1)=[CH:5][CH:6]=[C:7]([Cl:14])[CH:8]=2.